Dataset: Catalyst prediction with 721,799 reactions and 888 catalyst types from USPTO. Task: Predict which catalyst facilitates the given reaction. The catalyst class is: 26. Reactant: [CH:1]([N:14]1[CH2:19][CH2:18][N:17]([C:20]2[CH:25]=[CH:24][C:23]([NH2:26])=[CH:22][C:21]=2[F:27])[CH2:16][CH2:15]1)([C:8]1[CH:13]=[CH:12][CH:11]=[CH:10][CH:9]=1)[C:2]1[CH:7]=[CH:6][CH:5]=[CH:4][CH:3]=1.C(N(CC)CC)C.[CH3:35][C:36]1[C:40]([C:41](Cl)=[O:42])=[C:39]([CH3:44])[O:38][N:37]=1.[OH-].[Na+]. Product: [CH:1]([N:14]1[CH2:19][CH2:18][N:17]([C:20]2[CH:25]=[CH:24][C:23]([NH:26][C:41]([C:40]3[C:36]([CH3:35])=[N:37][O:38][C:39]=3[CH3:44])=[O:42])=[CH:22][C:21]=2[F:27])[CH2:16][CH2:15]1)([C:2]1[CH:7]=[CH:6][CH:5]=[CH:4][CH:3]=1)[C:8]1[CH:9]=[CH:10][CH:11]=[CH:12][CH:13]=1.